This data is from Catalyst prediction with 721,799 reactions and 888 catalyst types from USPTO. The task is: Predict which catalyst facilitates the given reaction. (1) Product: [Br:30][CH:31]1[C:36]2([C:39]3[CH:44]=[CH:43][C:42]([Cl:45])=[CH:41][CH:40]=3)[CH2:37][CH2:38][C:33]([CH:5]=[CH:2][O:3][CH3:4])([CH2:34][O:35]2)[CH2:32]1. The catalyst class is: 7. Reactant: [Cl-].[CH3:2][O:3][CH3:4].[C:5]1(P(C2C=CC=CC=2)C2C=CC=CC=2)C=CC=CC=1.CC(C)([O-])C.[K+].[Br:30][CH:31]1[C:36]2([C:39]3[CH:44]=[CH:43][C:42]([Cl:45])=[CH:41][CH:40]=3)[CH2:37][CH2:38][C:33](C=O)([CH2:34][O:35]2)[CH2:32]1. (2) Product: [O:26]1[CH2:27][CH2:28][CH:23]([CH2:22][O:1][C:2]2[CH:3]=[C:4]([C:8]3[CH:9]=[C:10]4[C:15](=[N:16][CH:17]=3)[N:14]([C:18]([NH2:20])=[O:19])[CH2:13][CH2:12][CH2:11]4)[CH:5]=[N:6][CH:7]=2)[CH2:24][CH2:25]1. Reactant: [OH:1][C:2]1[CH:3]=[C:4]([C:8]2[CH:9]=[C:10]3[C:15](=[N:16][CH:17]=2)[N:14]([C:18]([NH2:20])=[O:19])[CH2:13][CH2:12][CH2:11]3)[CH:5]=[N:6][CH:7]=1.Br[CH2:22][CH:23]1[CH2:28][CH2:27][O:26][CH2:25][CH2:24]1.C(=O)([O-])[O-].[Cs+].[Cs+].O. The catalyst class is: 44. (3) Reactant: C(OC([N:8]1[C:17]2[C:12](=[CH:13][C:14]([C:18]3[CH:19]=[N:20][CH:21]=[C:22]([CH:24]=[O:25])[CH:23]=3)=[CH:15][N:16]=2)[CH2:11][CH2:10][CH2:9]1)=O)(C)(C)C.[CH:26]([Mg]Cl)([CH3:28])[CH3:27]. Product: [CH3:27][CH:26]([CH3:28])[CH:24]([C:22]1[CH:21]=[N:20][CH:19]=[C:18]([C:14]2[CH:15]=[N:16][C:17]3[NH:8][CH2:9][CH2:10][CH2:11][C:12]=3[CH:13]=2)[CH:23]=1)[OH:25]. The catalyst class is: 1. (4) Reactant: [NH:1]1[CH2:6][CH2:5][O:4][CH2:3][CH2:2]1.C([O-])([O-])=O.[K+].[K+].Br[CH2:14][C:15]([O:17][CH2:18][CH3:19])=[O:16]. Product: [O:4]1[CH2:5][CH2:6][N:1]([CH2:14][C:15]([O:17][CH2:18][CH3:19])=[O:16])[CH2:2][CH2:3]1. The catalyst class is: 3. (5) Reactant: C([O:4][C@@H:5]1[C@@H:9]([O:10]C(=O)C)[C@@H:8]([CH2:14][OH:15])[O:7][C@H:6]1[N:16]1[CH:24]=[N:23][C:22]2[C:17]1=[N:18][CH:19]=[N:20][C:21]=2[NH:25][C@@H:26]1[C:34]2[C:29](=[CH:30][CH:31]=[CH:32][CH:33]=2)[CH2:28][CH2:27]1)(=O)C.C(N(CC)CC)C.Cl[S:43]([NH2:46])(=[O:45])=[O:44]. Product: [S:43](=[O:45])(=[O:44])([O:15][CH2:14][C@@H:8]1[C@@H:9]([OH:10])[C@@H:5]([OH:4])[C@H:6]([N:16]2[CH:24]=[N:23][C:22]3[C:17]2=[N:18][CH:19]=[N:20][C:21]=3[NH:25][C@@H:26]2[C:34]3[C:29](=[CH:30][CH:31]=[CH:32][CH:33]=3)[CH2:28][CH2:27]2)[O:7]1)[NH2:46]. The catalyst class is: 643. (6) Reactant: [Br:1][C:2]1[CH:3]=[C:4]([CH:9]=[C:10]([C:12]([N:14]2[CH2:18][CH2:17][CH2:16][CH2:15]2)=[O:13])[CH:11]=1)[C:5]([O:7]C)=[O:6].[OH-].[Li+].CO. Product: [Br:1][C:2]1[CH:3]=[C:4]([CH:9]=[C:10]([C:12]([N:14]2[CH2:18][CH2:17][CH2:16][CH2:15]2)=[O:13])[CH:11]=1)[C:5]([OH:7])=[O:6]. The catalyst class is: 6.